From a dataset of Catalyst prediction with 721,799 reactions and 888 catalyst types from USPTO. Predict which catalyst facilitates the given reaction. Reactant: [N+:1]([O-:4])(O)=[O:2].[F:5][C:6]1[CH:7]=[C:8]2[C:13](=[CH:14][CH:15]=1)[O:12][CH2:11][CH2:10][CH2:9]2. Product: [F:5][C:6]1[CH:7]=[C:8]2[C:13](=[C:14]([N+:1]([O-:4])=[O:2])[CH:15]=1)[O:12][CH2:11][CH2:10][CH2:9]2. The catalyst class is: 152.